This data is from Forward reaction prediction with 1.9M reactions from USPTO patents (1976-2016). The task is: Predict the product of the given reaction. (1) Given the reactants [F:1][CH:2]([F:25])[C:3]1[N:8]2[N:9]=[CH:10][C:11]([C:12](O)=[O:13])=[C:7]2[N:6]=[C:5]([C:15]2[CH:20]=[CH:19][C:18]([C:21]([F:24])([F:23])[F:22])=[CH:17][CH:16]=2)[CH:4]=1.[OH:26][CH2:27][C:28]([NH:31][S:32]([C:35]1[S:36][C:37]([Cl:41])=[C:38]([NH2:40])[CH:39]=1)(=[O:34])=[O:33])([CH3:30])[CH3:29], predict the reaction product. The product is: [Cl:41][C:37]1[S:36][C:35]([S:32](=[O:34])(=[O:33])[NH:31][C:28]([CH3:30])([CH3:29])[CH2:27][OH:26])=[CH:39][C:38]=1[NH:40][C:12]([C:11]1[CH:10]=[N:9][N:8]2[C:3]([CH:2]([F:1])[F:25])=[CH:4][C:5]([C:15]3[CH:20]=[CH:19][C:18]([C:21]([F:24])([F:22])[F:23])=[CH:17][CH:16]=3)=[N:6][C:7]=12)=[O:13]. (2) Given the reactants [I:1][C:2]1[CH:7]=[CH:6][N:5]=[C:4]2[O:8][CH2:9][CH2:10][C:3]=12.S(=O)(=O)(O)O.[N+:16]([O-])([OH:18])=[O:17], predict the reaction product. The product is: [I:1][C:2]1[C:7]([N+:16]([O-:18])=[O:17])=[CH:6][N:5]=[C:4]2[O:8][CH2:9][CH2:10][C:3]=12. (3) Given the reactants [C:1]1(=[O:24])[N:5]([CH2:6][CH2:7][C:8]2[CH:16]=[CH:15][CH:14]=[C:13]3[C:9]=2[CH:10](Cl)[C:11](=[O:17])[NH:12]3)[C:4](=[O:19])[C:3]2=[CH:20][CH:21]=[CH:22][CH:23]=[C:2]12.C(N(CC)CC)C, predict the reaction product. The product is: [C:4]1(=[O:19])[N:5]([CH2:6][CH2:7][C:8]2[CH:16]=[CH:15][CH:14]=[C:13]3[C:9]=2[CH2:10][C:11](=[O:17])[NH:12]3)[C:1](=[O:24])[C:2]2=[CH:23][CH:22]=[CH:21][CH:20]=[C:3]12. (4) Given the reactants [C:1]([C:4]1[C:9]([O:10][CH:11]2[CH2:16][CH2:15][N:14]([C:17]([O:19][C:20]([CH3:23])([CH3:22])[CH3:21])=[O:18])[CH2:13][CH2:12]2)=[CH:8][C:7](=[O:24])[N:6]([C:25]2[CH:30]=[CH:29][C:28]([Cl:31])=[C:27]([Cl:32])[CH:26]=2)[N:5]=1)(=O)[NH2:2].C(OC(C(F)(F)F)=O)(C(F)(F)F)=O, predict the reaction product. The product is: [C:1]([C:4]1[C:9]([O:10][CH:11]2[CH2:16][CH2:15][N:14]([C:17]([O:19][C:20]([CH3:23])([CH3:22])[CH3:21])=[O:18])[CH2:13][CH2:12]2)=[CH:8][C:7](=[O:24])[N:6]([C:25]2[CH:30]=[CH:29][C:28]([Cl:31])=[C:27]([Cl:32])[CH:26]=2)[N:5]=1)#[N:2].